Dataset: Reaction yield outcomes from USPTO patents with 853,638 reactions. Task: Predict the reaction yield, written as a fraction of the theoretical maximum amount of product (1.0 means a 100% yield; for example, 0.34 means a 34% yield). (1) The reactants are FC1C=CC(C(=O)CBr)=CC=1.[C:12]([CH:14]([CH2:20][C:21]([C:23]1[CH:28]=[CH:27][C:26]([F:29])=[CH:25][CH:24]=1)=O)[C:15]([O:17][CH2:18][CH3:19])=[O:16])#[N:13].FC1C=CC(C2NC=C(C(OCC)=O)C=2)=CC=1.[H-].[Na+].[F:49][C:50]([F:62])([F:61])[C:51]1[CH:56]=[CH:55][C:54]([S:57](Cl)(=[O:59])=[O:58])=[CH:53][CH:52]=1. The catalyst is CN(C)C=O.O. The product is [F:29][C:26]1[CH:27]=[CH:28][C:23]([C:21]2[N:13]([S:57]([C:54]3[CH:53]=[CH:52][C:51]([C:50]([F:49])([F:61])[F:62])=[CH:56][CH:55]=3)(=[O:59])=[O:58])[CH:12]=[C:14]([C:15]([O:17][CH2:18][CH3:19])=[O:16])[CH:20]=2)=[CH:24][CH:25]=1. The yield is 0.640. (2) The reactants are [Cl:1][C:2]1[C:7]([Cl:8])=[CH:6][CH:5]=[CH:4][C:3]=1[C:9]1[CH:10]=[C:11]([CH:15]2[CH2:17][CH:16]2[NH:18]C(=O)OCC2C=CC=CC=2)[CH:12]=[N:13][CH:14]=1.B(Br)(Br)Br.[CH2:33]([S:35](Cl)(=[O:37])=[O:36])[CH3:34].[NH4+].[Cl-]. The catalyst is C(Cl)Cl.O. The product is [Cl:1][C:2]1[C:7]([Cl:8])=[CH:6][CH:5]=[CH:4][C:3]=1[C:9]1[CH:10]=[C:11]([CH:15]2[CH2:17][CH:16]2[NH:18][S:35]([CH2:33][CH3:34])(=[O:37])=[O:36])[CH:12]=[N:13][CH:14]=1. The yield is 0.0700. (3) The reactants are Br[C:2]1[CH:7]=[CH:6][C:5]([F:8])=[C:4]([Cl:9])[CH:3]=1.[Mg].II.[C:13]([N:20]1[CH2:24][CH2:23][C:22](=[O:25])[CH2:21]1)([O:15][C:16]([CH3:19])([CH3:18])[CH3:17])=[O:14]. The catalyst is O1CCCC1. The product is [Cl:9][C:4]1[CH:3]=[C:2]([C:22]2([OH:25])[CH2:23][CH2:24][N:20]([C:13]([O:15][C:16]([CH3:18])([CH3:17])[CH3:19])=[O:14])[CH2:21]2)[CH:7]=[CH:6][C:5]=1[F:8]. The yield is 0.410. (4) The reactants are [CH3:1][O:2][CH:3]1[CH2:7][CH2:6][NH:5][CH2:4]1.[CH:8]1([C:11]2[N:16]=[C:15]([C:17]([NH:19][C:20]3[CH:28]=[N:27][CH:26]=[CH:25][C:21]=3[C:22](O)=[O:23])=[O:18])[C:14]([NH:29][C:30]3[CH:31]=[N:32][CH:33]=[N:34][CH:35]=3)=[CH:13][CH:12]=2)[CH2:10][CH2:9]1. No catalyst specified. The product is [CH3:1][O:2][CH:3]1[CH2:7][CH2:6][N:5]([C:22]([C:21]2[CH:25]=[CH:26][N:27]=[CH:28][C:20]=2[NH:19][C:17]([C:15]2[C:14]([NH:29][C:30]3[CH:31]=[N:32][CH:33]=[N:34][CH:35]=3)=[CH:13][CH:12]=[C:11]([CH:8]3[CH2:10][CH2:9]3)[N:16]=2)=[O:18])=[O:23])[CH2:4]1. The yield is 0.180.